The task is: Predict which catalyst facilitates the given reaction.. This data is from Catalyst prediction with 721,799 reactions and 888 catalyst types from USPTO. (1) Reactant: [CH2:1]([O:3][C:4](=[O:29])[CH:5]([CH3:28])[CH2:6][CH2:7][CH2:8][C:9]1[CH:18]=[CH:17][C:16]2[C:11](=[CH:12][C:13]([N:20]3[CH2:24][C:23](=[O:25])[NH:22][S:21]3(=[O:27])=[O:26])=[C:14]([OH:19])[CH:15]=2)[CH:10]=1)C. Product: [CH3:1][O:3][C:4](=[O:29])[CH:5]([CH3:28])[CH2:6][CH2:7][CH2:8][C:9]1[CH:18]=[CH:17][C:16]2[C:11](=[CH:12][C:13]([N:20]3[CH2:24][C:23](=[O:25])[NH:22][S:21]3(=[O:26])=[O:27])=[C:14]([OH:19])[CH:15]=2)[CH:10]=1. The catalyst class is: 5. (2) Reactant: [CH3:1][O:2][C:3]1[CH:11]=[CH:10][C:6]([CH2:7][CH2:8][NH2:9])=[CH:5][CH:4]=1.[F:12][C:13]1[CH:18]=[CH:17][C:16]([CH:19]([CH3:23])[C:20](O)=[O:21])=[CH:15][CH:14]=1.Cl.CN(C)CCCN=C=NCC. Product: [CH3:1][O:2][C:3]1[CH:11]=[CH:10][C:6]([CH2:7][CH2:8][NH:9][C:20](=[O:21])[CH:19]([C:16]2[CH:17]=[CH:18][C:13]([F:12])=[CH:14][CH:15]=2)[CH3:23])=[CH:5][CH:4]=1. The catalyst class is: 4.